From a dataset of Full USPTO retrosynthesis dataset with 1.9M reactions from patents (1976-2016). Predict the reactants needed to synthesize the given product. Given the product [OH:37][C:38]1[CH:39]=[CH:40][C:43]([C:2]2[N:7]=[C:6]3[N:8]([CH2:13][C:14]4[CH:19]=[CH:18][CH:17]=[C:16]([O:20][CH3:21])[CH:15]=4)[C:9](=[O:12])[CH2:10][NH:11][C:5]3=[N:4][CH:3]=2)=[CH:44][CH:45]=1, predict the reactants needed to synthesize it. The reactants are: Br[C:2]1[N:7]=[C:6]2[N:8]([CH2:13][C:14]3[CH:19]=[CH:18][CH:17]=[C:16]([O:20][CH3:21])[CH:15]=3)[C:9](=[O:12])[CH2:10][NH:11][C:5]2=[N:4][CH:3]=1.BrC1C(NCC(OC)=O)=NC=C(Br)N=1.C[O:37][C:38]1[CH:39]=[C:40]([CH:43]=[CH:44][CH:45]=1)CN.C(N(C(C)C)CC)(C)C.